This data is from HIV replication inhibition screening data with 41,000+ compounds from the AIDS Antiviral Screen. The task is: Binary Classification. Given a drug SMILES string, predict its activity (active/inactive) in a high-throughput screening assay against a specified biological target. The drug is CC(C)CC(NC(=O)C(COc1ccc([N+](=O)[O-])cc1)Cc1ccccc1)C(=O)Nc1ccccc1. The result is 0 (inactive).